Dataset: Catalyst prediction with 721,799 reactions and 888 catalyst types from USPTO. Task: Predict which catalyst facilitates the given reaction. (1) Reactant: [Cl:1][C:2]1[N:7]=[C:6](Cl)[C:5]([F:9])=[CH:4][N:3]=1.N#N.[CH2:12]1[CH2:22][O:21][C:20]2[CH:19]=[CH:18][C:16]([NH2:17])=[CH:15][C:14]=2[O:13]1.Cl. Product: [Cl:1][C:2]1[N:7]=[C:6]([NH:17][C:16]2[CH:18]=[CH:19][C:20]3[O:21][CH2:22][CH2:12][O:13][C:14]=3[CH:15]=2)[C:5]([F:9])=[CH:4][N:3]=1. The catalyst class is: 72. (2) Reactant: C([O:3][C:4]([C:6]1[S:10][C:9]([CH3:11])=[N:8][C:7]=1[N:12]([CH2:16][C:17]1[CH:22]=[CH:21][CH:20]=[CH:19][CH:18]=1)[C:13]([NH2:15])=[O:14])=O)C.C[O-].[Na+]. Product: [CH2:16]([N:12]1[C:7]2[N:8]=[C:9]([CH3:11])[S:10][C:6]=2[C:4](=[O:3])[NH:15][C:13]1=[O:14])[C:17]1[CH:22]=[CH:21][CH:20]=[CH:19][CH:18]=1. The catalyst class is: 5. (3) Reactant: [C:1]([OH:7])(=[O:6])[CH2:2][C:3]([OH:5])=[O:4].[CH2:8](O)[C:9]1[CH:14]=[CH:13][CH:12]=[CH:11][CH:10]=1.C1(C)C=CC=CC=1.C1(C)C=CC(S(O)(=O)=O)=CC=1. Product: [CH2:8]([CH:2]([C:1]([OH:7])=[O:6])[C:3]([OH:5])=[O:4])[C:9]1[CH:14]=[CH:13][CH:12]=[CH:11][CH:10]=1. The catalyst class is: 6. (4) Reactant: [CH3:1][O:2][C:3](=[O:16])[C:4]1[CH:9]=[C:8](I)[C:7]([C:11]([F:14])([F:13])[CH3:12])=[CH:6][C:5]=1[NH2:15].[CH3:17][N:18]1[C:22]([Sn](CCCC)(CCCC)CCCC)=[CH:21][CH:20]=[N:19]1. Product: [CH3:1][O:2][C:3](=[O:16])[C:4]1[CH:9]=[C:8]([C:22]2[N:18]([CH3:17])[N:19]=[CH:20][CH:21]=2)[C:7]([C:11]([F:14])([F:13])[CH3:12])=[CH:6][C:5]=1[NH2:15]. The catalyst class is: 184. (5) Product: [CH3:1][O:2][C:3]1[CH:12]=[CH:11][C:6]2[C:7]([O:10][S:24]([C:23]([F:36])([F:35])[F:22])(=[O:26])=[O:25])=[CH:8][O:9][C:5]=2[CH:4]=1. Reactant: [CH3:1][O:2][C:3]1[CH:12]=[CH:11][C:6]2[C:7](=[O:10])[CH2:8][O:9][C:5]=2[CH:4]=1.C(N(C(C)C)CC)(C)C.[F:22][C:23]([F:36])([F:35])[S:24](O[S:24]([C:23]([F:36])([F:35])[F:22])(=[O:26])=[O:25])(=[O:26])=[O:25]. The catalyst class is: 2.